This data is from Forward reaction prediction with 1.9M reactions from USPTO patents (1976-2016). The task is: Predict the product of the given reaction. (1) Given the reactants [CH:1]1([NH:4][C:5](=[O:32])[C:6]2[CH:11]=[CH:10][C:9]([CH3:12])=[C:8]([N:13]3[CH:18]=[CH:17][N:16]=[C:15]([NH:19][C:20]4([C:24]5[CH:29]=[CH:28][CH:27]=[CH:26][C:25]=5[OH:30])[CH2:23][CH2:22][CH2:21]4)[C:14]3=[O:31])[CH:7]=2)[CH2:3][CH2:2]1.Br[CH2:34][CH2:35][Cl:36].C(=O)([O-])[O-].[Cs+].[Cs+].C(OCC)(=O)C, predict the reaction product. The product is: [Cl:36][CH2:35][CH2:34][O:30][C:25]1[CH:26]=[CH:27][CH:28]=[CH:29][C:24]=1[C:20]1([NH:19][C:15]2[C:14](=[O:31])[N:13]([C:8]3[CH:7]=[C:6]([CH:11]=[CH:10][C:9]=3[CH3:12])[C:5]([NH:4][CH:1]3[CH2:2][CH2:3]3)=[O:32])[CH:18]=[CH:17][N:16]=2)[CH2:23][CH2:22][CH2:21]1. (2) Given the reactants C(=O)([O-])[O-].[K+].[K+].Cl[C:8]1[N:13]=[CH:12][C:11]([C:14]#[N:15])=[CH:10][CH:9]=1.[F:16][C:17]([F:24])([F:23])[C:18]1[N:19]=[CH:20][NH:21][CH:22]=1, predict the reaction product. The product is: [F:16][C:17]([F:24])([F:23])[C:18]1[N:19]=[CH:20][N:21]([C:8]2[N:13]=[CH:12][C:11]([C:14]#[N:15])=[CH:10][CH:9]=2)[CH:22]=1. (3) Given the reactants [C:1]1([S:7]([N:10]2[C:14]3=[N:15][CH:16]=[C:17]([N+:20]([O-])=O)[C:18](Cl)=[C:13]3[CH:12]=[CH:11]2)(=[O:9])=[O:8])[CH:6]=[CH:5][CH:4]=[CH:3][CH:2]=1.[NH2:23][C@@H:24]1[CH2:29][CH2:28][CH2:27][C@@H:26]([OH:30])[CH2:25]1.C(N(CC)C(C)C)(C)C.[H][H], predict the reaction product. The product is: [NH2:20][C:17]1[C:18]([NH:23][C@@H:24]2[CH2:29][CH2:28][CH2:27][C@@H:26]([OH:30])[CH2:25]2)=[C:13]2[CH:12]=[CH:11][N:10]([S:7]([C:1]3[CH:6]=[CH:5][CH:4]=[CH:3][CH:2]=3)(=[O:9])=[O:8])[C:14]2=[N:15][CH:16]=1. (4) Given the reactants [N+:1]([C:4]1[CH:5]=[C:6]2[C:10](=[CH:11][CH:12]=1)[NH:9][C:8]([C:13]1[CH:18]=[CH:17][CH:16]=[CH:15][N:14]=1)=[CH:7]2)([O-])=O.Cl[Sn]Cl.O, predict the reaction product. The product is: [N:14]1[CH:15]=[CH:16][CH:17]=[CH:18][C:13]=1[C:8]1[NH:9][C:10]2[C:6]([CH:7]=1)=[CH:5][C:4]([NH2:1])=[CH:12][CH:11]=2. (5) Given the reactants [Br:1][C:2]1[C:3]([F:9])=[C:4]([OH:8])[CH:5]=[CH:6][CH:7]=1.C(=O)([O-])[O-].[Na+].[Na+].[CH2:16](Br)[C:17]1[CH:22]=[CH:21][CH:20]=[CH:19][CH:18]=1.O, predict the reaction product. The product is: [CH2:16]([O:8][C:4]1[CH:5]=[CH:6][CH:7]=[C:2]([Br:1])[C:3]=1[F:9])[C:17]1[CH:22]=[CH:21][CH:20]=[CH:19][CH:18]=1. (6) The product is: [NH2:3][C@H:12]([CH:33]([CH3:34])[CH3:35])[C:13]([O:15][CH2:16][CH2:17][O:18][CH2:19][N:20]1[C:24]([C:25]([O:27][CH2:28][CH3:29])=[O:26])=[CH:23][C:22]2[O:30][CH:31]=[CH:32][C:21]1=2)=[O:14]. Given the reactants O=C1C2C(=CC=CC=2)C(=O)[N:3]1[C@H:12]([CH:33]([CH3:35])[CH3:34])[C:13]([O:15][CH2:16][CH2:17][O:18][CH2:19][N:20]1[C:24]([C:25]([O:27][CH2:28][CH3:29])=[O:26])=[CH:23][C:22]2[O:30][CH:31]=[CH:32][C:21]1=2)=[O:14].NN.O, predict the reaction product. (7) Given the reactants [C:1]([C:5]1[CH:19]=[CH:18][C:8]([O:9]CC(OC(C)(C)C)=O)=[CH:7][C:6]=1[O:20][CH3:21])([CH3:4])([CH3:3])[CH3:2].FC(F)(F)C(O)=O.C(C1C=CC(OCC(O)=O)=CC=1OC)(C)(C)C.[Cl-].ClC1N(C)CC[NH+]1C.Cl.NCC1C=CC(NS(C)(=O)=O)=C(F)C=1, predict the reaction product. The product is: [C:1]([C:5]1[CH:19]=[CH:18][C:8]([OH:9])=[CH:7][C:6]=1[O:20][CH3:21])([CH3:4])([CH3:2])[CH3:3]. (8) Given the reactants [NH:1]1[CH2:6][CH2:5][NH:4][CH2:3][CH2:2]1.Br[C:8]1[C:9](=[O:17])[N:10]([CH3:16])[C:11](=[O:15])[N:12]([CH3:14])[N:13]=1.C(N(CC)CC)C.ClCCl, predict the reaction product. The product is: [CH3:14][N:12]1[C:11](=[O:15])[N:10]([CH3:16])[C:9](=[O:17])[C:8]([N:1]2[CH2:6][CH2:5][NH:4][CH2:3][CH2:2]2)=[N:13]1. (9) Given the reactants [C:1]([O:5][C:6]([C@:8]1([NH:13]C(OCC[Si](C)(C)C)=O)[CH2:10][C@@H:9]1[CH2:11][CH3:12])=[O:7])([CH3:4])([CH3:3])[CH3:2].CCCC[N+](CCCC)(CCCC)CCCC.[F-].C1COCC1, predict the reaction product. The product is: [C:1]([O:5][C:6]([C@:8]1([NH2:13])[CH2:10][C@@H:9]1[CH2:11][CH3:12])=[O:7])([CH3:4])([CH3:3])[CH3:2]. (10) The product is: [CH3:29][O:28][C:10]1[C:11]([O:26][CH3:27])=[C:12]([O:24][CH3:25])[C:13]2[C:14]3[C:21]([C@@H:5]([NH2:4])[CH2:6][CH2:7][C:8]=2[CH:9]=1)=[CH:20][C:18](=[O:19])[C:17]([O:22][CH3:23])=[CH:16][CH:15]=3. Given the reactants CC([NH:4][C@@H:5]1[C:21]2[C:14](=[CH:15][CH:16]=[C:17]([O:22][CH3:23])[C:18]([CH:20]=2)=[O:19])[C:13]2[C:12]([O:24][CH3:25])=[C:11]([O:26][CH3:27])[C:10]([O:28][CH3:29])=[CH:9][C:8]=2[CH2:7][CH2:6]1)=O.C(N(CC)CC)C.CN(C1C=CC=CN=1)C.C(OC(OC(C)(C)C)=O)(OC(C)(C)C)=O, predict the reaction product.